This data is from Peptide-MHC class II binding affinity with 134,281 pairs from IEDB. The task is: Regression. Given a peptide amino acid sequence and an MHC pseudo amino acid sequence, predict their binding affinity value. This is MHC class II binding data. (1) The peptide sequence is KNLIPSSASPWSWPD. The MHC is DRB3_0202 with pseudo-sequence DRB3_0202. The binding affinity (normalized) is 0.778. (2) The peptide sequence is YRKILRQRKIDRLID. The MHC is DRB1_1201 with pseudo-sequence DRB1_1201. The binding affinity (normalized) is 0.340.